Dataset: Aqueous solubility values for 9,982 compounds from the AqSolDB database. Task: Regression/Classification. Given a drug SMILES string, predict its absorption, distribution, metabolism, or excretion properties. Task type varies by dataset: regression for continuous measurements (e.g., permeability, clearance, half-life) or binary classification for categorical outcomes (e.g., BBB penetration, CYP inhibition). For this dataset (solubility_aqsoldb), we predict Y. (1) The drug is Cc1ccc(NC(=O)NC(C)(C)c2ccccc2)cc1. The Y is -5.35 log mol/L. (2) The molecule is CCCCOC(=O)c1ccc(O)c(Cl)c1. The Y is -3.51 log mol/L. (3) The compound is CC(=O)O[C@@H](C(=O)O)c1ccccc1. The Y is -1.23 log mol/L. (4) The drug is O=c1c(Cl)c(Cl)cnn1-c1ccccc1. The Y is -3.38 log mol/L. (5) The drug is CCCCCCCC[Sn](Cl)(Cl)Cl. The Y is -6.01 log mol/L.